This data is from Catalyst prediction with 721,799 reactions and 888 catalyst types from USPTO. The task is: Predict which catalyst facilitates the given reaction. Reactant: [F:1][C:2]1[CH:7]=[CH:6][CH:5]=[C:4]([F:8])[C:3]=1[N:9]1[C:14]2[N:15]=[C:16](S(C)(=O)=O)[N:17]=[C:18]([C:19]3[CH:20]=[C:21]([CH:27]=[CH:28][C:29]=3[CH3:30])[C:22]([N:24]([CH3:26])[CH3:25])=[O:23])[C:13]=2[CH2:12][NH:11][C:10]1=[O:35].[CH3:36][N:37]1[CH2:42][CH2:41][NH:40][CH2:39][CH2:38]1. Product: [NH4+:9].[OH-:23].[F:1][C:2]1[CH:7]=[CH:6][CH:5]=[C:4]([F:8])[C:3]=1[N:9]1[C:14]2[N:15]=[C:16]([N:40]3[CH2:41][CH2:42][N:37]([CH3:36])[CH2:38][CH2:39]3)[N:17]=[C:18]([C:19]3[CH:20]=[C:21]([CH:27]=[CH:28][C:29]=3[CH3:30])[C:22]([N:24]([CH3:26])[CH3:25])=[O:23])[C:13]=2[CH2:12][NH:11][C:10]1=[O:35]. The catalyst class is: 1.